This data is from NCI-60 drug combinations with 297,098 pairs across 59 cell lines. The task is: Regression. Given two drug SMILES strings and cell line genomic features, predict the synergy score measuring deviation from expected non-interaction effect. Drug 1: C1=CC(=CC=C1C#N)C(C2=CC=C(C=C2)C#N)N3C=NC=N3. Drug 2: CC1=C(C=C(C=C1)C(=O)NC2=CC(=CC(=C2)C(F)(F)F)N3C=C(N=C3)C)NC4=NC=CC(=N4)C5=CN=CC=C5. Cell line: MCF7. Synergy scores: CSS=-3.95, Synergy_ZIP=0.722, Synergy_Bliss=-1.51, Synergy_Loewe=-4.10, Synergy_HSA=-4.70.